The task is: Predict the product of the given reaction.. This data is from Forward reaction prediction with 1.9M reactions from USPTO patents (1976-2016). (1) The product is: [CH3:26][C:19]1[CH:20]=[C:21]([CH3:25])[CH:22]=[C:23]([CH3:24])[C:18]=1[NH:17][C:16]1[C:11]2[CH:10]=[CH:9][NH:8][C:12]=2[N:13]=[C:14]([NH:27][C:28]2[CH:29]=[CH:30][C:31]([C:32]#[N:33])=[CH:34][CH:35]=2)[N:15]=1. Given the reactants C([N:8]1[C:12]2[N:13]=[C:14]([NH:27][C:28]3[CH:35]=[CH:34][C:31]([C:32]#[N:33])=[CH:30][CH:29]=3)[N:15]=[C:16]([NH:17][C:18]3[C:23]([CH3:24])=[CH:22][C:21]([CH3:25])=[CH:20][C:19]=3[CH3:26])[C:11]=2[CH:10]=[CH:9]1)C1C=CC=CC=1.[Cl-].[Al+3].[Cl-].[Cl-], predict the reaction product. (2) Given the reactants [CH2:1]([NH2:9])[CH2:2][C:3]1[CH:8]=[CH:7][CH:6]=[CH:5][CH:4]=1.C(OC([NH:20][C@@H:21]([C:23](O)=[O:24])[CH3:22])=O)C1C=CC=CC=1.Cl.C(N=C=NCCCN(C)C)C.C1C2C(=CC(S(Cl)(=O)=O)=CC=2)C=CN=1, predict the reaction product. The product is: [NH2:20][C@H:21]([CH3:22])[C:23]([NH:9][CH2:1][CH2:2][C:3]1[CH:8]=[CH:7][CH:6]=[CH:5][CH:4]=1)=[O:24]. (3) Given the reactants Br[C:2]1[CH:3]=[C:4]([CH:7]=[CH:8][C:9]=1[F:10])[CH:5]=[O:6].C([Sn]([C:24]1[O:25][CH:26]=[CH:27][CH:28]=1)(CCCC)CCCC)CCC.C(OC(OC(C)(C)C)=O)(OC(C)(C)C)=O, predict the reaction product. The product is: [F:10][C:9]1[CH:8]=[CH:7][C:4]([CH:5]=[O:6])=[CH:3][C:2]=1[C:24]1[O:25][CH:26]=[CH:27][CH:28]=1. (4) Given the reactants [F:1][C:2]1[CH:3]=[CH:4][C:5]2[O:10][CH2:9][C:8](=[O:11])[N:7]([CH2:12][C@H:13]([CH3:16])[CH2:14]I)[C:6]=2[CH:17]=1.[CH2:18]([O:21][CH:22]1[CH2:27][CH2:26][NH:25][CH2:24][CH2:23]1)[CH2:19][CH3:20], predict the reaction product. The product is: [F:1][C:2]1[CH:3]=[CH:4][C:5]2[O:10][CH2:9][C:8](=[O:11])[N:7]([CH2:12][C@H:13]([CH3:16])[CH2:14][N:25]3[CH2:26][CH2:27][CH:22]([O:21][CH2:18][CH2:19][CH3:20])[CH2:23][CH2:24]3)[C:6]=2[CH:17]=1. (5) Given the reactants [PH4+].[CH2:2]([Br:20])[CH2:3][CH2:4][CH2:5][CH2:6][CH2:7][CH2:8][CH2:9][CH2:10][CH2:11][CH2:12][CH2:13][CH2:14][CH2:15][CH2:16][CH2:17][CH2:18][CH3:19].[C:21]1([P:27]([C:34]2[CH:39]=[CH:38][CH:37]=[CH:36][CH:35]=2)[C:28]2[CH:33]=[CH:32][CH:31]=[CH:30][CH:29]=2)[CH:26]=[CH:25][CH:24]=[CH:23][CH:22]=1.II, predict the reaction product. The product is: [Br-:20].[CH2:2]([P+:27]([C:28]1[CH:29]=[CH:30][CH:31]=[CH:32][CH:33]=1)([C:34]1[CH:39]=[CH:38][CH:37]=[CH:36][CH:35]=1)[C:21]1[CH:22]=[CH:23][CH:24]=[CH:25][CH:26]=1)[CH2:3][CH2:4][CH2:5][CH2:6][CH2:7][CH2:8][CH2:9][CH2:10][CH2:11][CH2:12][CH2:13][CH2:14][CH2:15][CH2:16][CH2:17][CH2:18][CH3:19]. (6) Given the reactants Cl[C:2]1[C:7]([C:8]([NH2:10])=[O:9])=[CH:6][N:5]=[C:4]2[NH:11][C:12]([C:14]3[CH:19]=[CH:18][C:17]([F:20])=[CH:16][CH:15]=3)=[CH:13][C:3]=12.Cl.[CH3:22][C@@H:23]1[CH2:28][CH2:27][CH2:26][CH2:25][C@@H:24]1[NH2:29].C(N(CC)C(C)C)(C)C.CN1CCN(C)C1=O, predict the reaction product. The product is: [F:20][C:17]1[CH:18]=[CH:19][C:14]([C:12]2[NH:11][C:4]3=[N:5][CH:6]=[C:7]([C:8]([NH2:10])=[O:9])[C:2]([NH:29][C@H:24]4[CH2:25][CH2:26][CH2:27][CH2:28][C@H:23]4[CH3:22])=[C:3]3[CH:13]=2)=[CH:15][CH:16]=1.